From a dataset of Full USPTO retrosynthesis dataset with 1.9M reactions from patents (1976-2016). Predict the reactants needed to synthesize the given product. (1) Given the product [Cl:9][C:4]1[CH:3]=[C:2]([C:18]2[C:19]3[CH:26]=[C:25]([CH2:27][OH:28])[CH:24]=[CH:23][C:20]=3[S:21][CH:22]=2)[C:7]([CH3:8])=[CH:6][N:5]=1, predict the reactants needed to synthesize it. The reactants are: Br[C:2]1[C:7]([CH3:8])=[CH:6][N:5]=[C:4]([Cl:9])[CH:3]=1.CC1(C)C(C)(C)OB([C:18]2[C:19]3[CH:26]=[C:25]([CH2:27][OH:28])[CH:24]=[CH:23][C:20]=3[S:21][CH:22]=2)O1.C([O-])([O-])=O.[Cs+].[Cs+]. (2) Given the product [CH:1]1([N:7]2[C:12]([OH:13])=[C:11]([C:31]([NH:30][CH2:33][C:34]([OH:36])=[O:35])=[O:32])[C:10](=[O:14])[N:9]([C:15]([CH3:19])([CH3:18])[CH2:16][CH3:17])[C:8]2=[O:20])[CH2:2][CH2:3][CH2:4][CH2:5][CH2:6]1, predict the reactants needed to synthesize it. The reactants are: [CH:1]1([N:7]2[C:12](=[O:13])[CH2:11][C:10](=[O:14])[N:9]([C:15]([CH3:19])([CH3:18])[CH2:16][CH3:17])[C:8]2=[O:20])[CH2:6][CH2:5][CH2:4][CH2:3][CH2:2]1.C(N(C(C)C)CC)(C)C.[N:30]([CH2:33][C:34]([O:36]CC)=[O:35])=[C:31]=[O:32]. (3) Given the product [F:3][C:4]1[CH:23]=[CH:22][C:7]2[N:8]3[C:24](=[O:25])[NH:21][C@H:11]([CH2:12][C:13]4[CH:14]=[CH:15][C:16]([O:19][CH3:20])=[CH:17][CH:18]=4)[C:9]3=[N:10][C:6]=2[CH:5]=1.[F:3][C:4]1[CH:23]=[CH:22][C:7]2[N:8]=[C:9]3[C@@H:11]([CH2:12][C:13]4[CH:14]=[CH:15][C:16]([O:19][CH3:20])=[CH:17][CH:18]=4)[NH:21][C:24](=[O:25])[N:10]3[C:6]=2[CH:5]=1, predict the reactants needed to synthesize it. The reactants are: N#N.[F:3][C:4]1[CH:23]=[CH:22][C:7]2[NH:8][C:9]([C@H:11]([NH2:21])[CH2:12][C:13]3[CH:18]=[CH:17][C:16]([O:19][CH3:20])=[CH:15][CH:14]=3)=[N:10][C:6]=2[CH:5]=1.[C:24](N1C=CN=C1)(N1C=CN=C1)=[O:25].O. (4) Given the product [F:29][C:30]1[CH:31]=[C:32]([C:33]2[O:1][C:2]3[C:7]([CH2:8][CH:9]=[C:10]([CH3:12])[CH3:11])=[C:6]([OH:13])[C:5]([CH2:14][CH:15]=[C:16]([CH3:17])[CH3:18])=[C:4]([OH:19])[C:3]=3[C:20](=[O:22])[CH:21]=2)[CH:36]=[CH:37][C:38]=1[Cl:39], predict the reactants needed to synthesize it. The reactants are: [OH:1][C:2]1[C:7]([CH2:8][CH:9]=[C:10]([CH3:12])[CH3:11])=[C:6]([OH:13])[C:5]([CH2:14][CH:15]=[C:16]([CH3:18])[CH3:17])=[C:4]([OH:19])[C:3]=1[C:20](=[O:22])[CH3:21].C(=O)([O-])[O-].[K+].[K+].[F:29][C:30]1[CH:31]=[C:32]([CH:36]=[CH:37][C:38]=1[Cl:39])[C:33](Cl)=O. (5) Given the product [C:14]([O:13][C:11]([N:6]1[CH2:7][CH:8]([F:10])[CH2:9][CH:5]1[C:3]([OH:4])=[O:2])=[O:12])([CH3:17])([CH3:15])[CH3:16], predict the reactants needed to synthesize it. The reactants are: C[O:2][C:3]([CH:5]1[CH2:9][CH:8]([F:10])[CH2:7][N:6]1[C:11]([O:13][C:14]([CH3:17])([CH3:16])[CH3:15])=[O:12])=[O:4].[OH-].[Na+]. (6) The reactants are: [Br-].[CH2:2]([Zn+])[C:3]1[CH:8]=[CH:7][CH:6]=[CH:5][CH:4]=1.C1COCC1.[O:15]1[C:19]2[CH:20]=[CH:21][C:22]([C:24]3([C:27]([NH:29][C:30]4[CH:35]=[CH:34][N:33]=[C:32](Cl)[CH:31]=4)=[O:28])[CH2:26][CH2:25]3)=[CH:23][C:18]=2[O:17][CH2:16]1. Given the product [O:15]1[C:19]2[CH:20]=[CH:21][C:22]([C:24]3([C:27]([NH:29][C:30]4[CH:35]=[CH:34][N:33]=[C:32]([CH2:2][C:3]5[CH:8]=[CH:7][CH:6]=[CH:5][CH:4]=5)[CH:31]=4)=[O:28])[CH2:26][CH2:25]3)=[CH:23][C:18]=2[O:17][CH2:16]1, predict the reactants needed to synthesize it. (7) Given the product [ClH:2].[CH:28]1([CH2:27][N:23]2[CH2:24][CH2:25][CH:20]([C:18]3[N:19]=[C:12]4[N:13]([C:14](=[O:16])[NH:15][C:10]([C:4]5[CH:5]=[CH:6][C:7]([Cl:9])=[CH:8][C:3]=5[Cl:2])=[CH:11]4)[N:17]=3)[CH2:21][CH2:22]2)[CH2:30][CH2:29]1, predict the reactants needed to synthesize it. The reactants are: Cl.[Cl:2][C:3]1[CH:8]=[C:7]([Cl:9])[CH:6]=[CH:5][C:4]=1[C:10]1[NH:15][C:14](=[O:16])[N:13]2[N:17]=[C:18]([CH:20]3[CH2:25][CH2:24][NH:23][CH2:22][CH2:21]3)[N:19]=[C:12]2[CH:11]=1.Br[CH2:27][CH:28]1[CH2:30][CH2:29]1.C(=O)([O-])[O-].[K+].[K+]. (8) The reactants are: Br[C:2]1[CH:7]=[CH:6][N:5]=[C:4]2[N:8]([S:24]([C:27]3[CH:33]=[CH:32][C:30]([CH3:31])=[CH:29][CH:28]=3)(=[O:26])=[O:25])[C:9]([C:11]3[CH2:16][CH2:15][N:14]([C:17]([O:19][C:20]([CH3:23])([CH3:22])[CH3:21])=[O:18])[CH2:13][CH:12]=3)=[CH:10][C:3]=12.[F:34][C:35]1[CH:40]=[CH:39][C:38]([OH:41])=[CH:37][C:36]=1B1OC(C)(C)C(C)(C)O1.C(=O)([O-])[O-].[Na+].[Na+]. Given the product [F:34][C:35]1[CH:40]=[CH:39][C:38]([OH:41])=[CH:37][C:36]=1[C:2]1[CH:7]=[CH:6][N:5]=[C:4]2[N:8]([S:24]([C:27]3[CH:33]=[CH:32][C:30]([CH3:31])=[CH:29][CH:28]=3)(=[O:25])=[O:26])[C:9]([C:11]3[CH2:16][CH2:15][N:14]([C:17]([O:19][C:20]([CH3:21])([CH3:23])[CH3:22])=[O:18])[CH2:13][CH:12]=3)=[CH:10][C:3]=12, predict the reactants needed to synthesize it. (9) Given the product [CH:1]1([N:6]2[C:10](=[O:11])[C:9]3[CH:12]=[CH:13][C:14]([O:16][CH2:17][C:18]4[CH:19]=[C:20]([C:28]5[CH:36]=[C:35]([F:37])[CH:34]=[C:30]([C:31]([OH:33])=[O:32])[CH:29]=5)[CH:21]=[CH:22][CH:23]=4)=[CH:15][C:8]=3[S:7]2)[CH2:5][CH2:4][CH2:3][CH2:2]1, predict the reactants needed to synthesize it. The reactants are: [CH:1]1([N:6]2[C:10](=[O:11])[C:9]3[CH:12]=[CH:13][C:14]([O:16][CH2:17][C:18]4[CH:19]=[C:20](B(O)O)[CH:21]=[CH:22][CH:23]=4)=[CH:15][C:8]=3[S:7]2)[CH2:5][CH2:4][CH2:3][CH2:2]1.Br[C:28]1[CH:29]=[C:30]([CH:34]=[C:35]([F:37])[CH:36]=1)[C:31]([OH:33])=[O:32].